Dataset: Forward reaction prediction with 1.9M reactions from USPTO patents (1976-2016). Task: Predict the product of the given reaction. (1) Given the reactants [CH3:1][O:2][C:3]1[CH:18]=[CH:17][CH:16]=[CH:15][C:4]=1[O:5][C:6]1[CH:11]=[CH:10][C:9]([N+:12]([O-])=O)=[CH:8][CH:7]=1, predict the reaction product. The product is: [CH3:1][O:2][C:3]1[CH:18]=[CH:17][CH:16]=[CH:15][C:4]=1[O:5][C:6]1[CH:11]=[CH:10][C:9]([NH2:12])=[CH:8][CH:7]=1. (2) Given the reactants Cl.[CH3:2][C:3]1[CH:8]=[C:7]([C:9]([N:11]2[C:17]3[CH:18]=[CH:19][CH:20]=[CH:21][C:16]=3[CH2:15][N:14]3[C:22]([C:25]([N:27]4[CH2:32][CH2:31][NH:30][CH2:29][CH2:28]4)=[O:26])=[CH:23][CH:24]=[C:13]3[CH2:12]2)=[O:10])[CH:6]=[CH:5][C:4]=1[C:33]1[CH:38]=[CH:37][CH:36]=[CH:35][C:34]=1[C:39]([F:42])([F:41])[F:40].C(N(CC)C(C)C)(C)C.[CH2:52]1[O:54][C@@H:53]1[CH2:55][OH:56], predict the reaction product. The product is: [CH3:2][C:3]1[CH:8]=[C:7]([C:9]([N:11]2[C:17]3[CH:18]=[CH:19][CH:20]=[CH:21][C:16]=3[CH2:15][N:14]3[C:22]([C:25]([N:27]4[CH2:28][CH2:29][N:30]([CH2:52][C@H:53]([OH:54])[CH2:55][OH:56])[CH2:31][CH2:32]4)=[O:26])=[CH:23][CH:24]=[C:13]3[CH2:12]2)=[O:10])[CH:6]=[CH:5][C:4]=1[C:33]1[CH:38]=[CH:37][CH:36]=[CH:35][C:34]=1[C:39]([F:40])([F:42])[F:41]. (3) Given the reactants O.[OH-].[Li+].[O:4]=[C:5]([C:34]1[N:42]2[C:37]([CH:38]=[CH:39][CH:40]=[CH:41]2)=[CH:36][C:35]=1[C:43]1[CH:48]=[CH:47][CH:46]=[CH:45][CH:44]=1)[C:6]([NH:8][C:9]1[CH:14]=[CH:13][C:12]([N:15]2[CH2:20][CH2:19][N:18]([C:21]3[CH:26]=[C:25]([O:27][CH2:28][CH2:29][O:30]C(=O)C)[CH:24]=[CH:23][N:22]=3)[CH2:17][CH2:16]2)=[CH:11][CH:10]=1)=[O:7], predict the reaction product. The product is: [OH:30][CH2:29][CH2:28][O:27][C:25]1[CH:24]=[CH:23][N:22]=[C:21]([N:18]2[CH2:19][CH2:20][N:15]([C:12]3[CH:11]=[CH:10][C:9]([NH:8][C:6](=[O:7])[C:5](=[O:4])[C:34]4[N:42]5[C:37]([CH:38]=[CH:39][CH:40]=[CH:41]5)=[CH:36][C:35]=4[C:43]4[CH:48]=[CH:47][CH:46]=[CH:45][CH:44]=4)=[CH:14][CH:13]=3)[CH2:16][CH2:17]2)[CH:26]=1. (4) Given the reactants [CH3:1][C:2]1([CH3:12])[C:7](=[O:8])[CH2:6][CH2:5][N:4]([C:9]([O-:11])=[O:10])[CH2:3]1.[BH4-].[Na+], predict the reaction product. The product is: [OH:8][CH:7]1[CH2:6][CH2:5][N:4]([C:9]([O:11][C:2]([CH3:7])([CH3:3])[CH3:1])=[O:10])[CH2:3][C:2]1([CH3:12])[CH3:1]. (5) The product is: [O:31]1[CH2:36][CH2:35][O:34][C:33]2[CH:37]=[C:38]([C:41]3[C:42]([CH3:49])=[C:43]([CH:44]=[CH:45][CH:46]=3)[CH2:47][O:10][C:8]3[CH:7]=[C:6]([CH3:11])[C:3]([CH:4]=[O:5])=[C:2]([OH:1])[CH:9]=3)[CH:39]=[CH:40][C:32]1=2. Given the reactants [OH:1][C:2]1[CH:9]=[C:8]([OH:10])[CH:7]=[C:6]([CH3:11])[C:3]=1[CH:4]=[O:5].C1(P(C2C=CC=CC=2)C2C=CC=CC=2)C=CC=CC=1.[O:31]1[CH2:36][CH2:35][O:34][C:33]2[CH:37]=[C:38]([C:41]3[C:42]([CH3:49])=[C:43]([CH2:47]O)[CH:44]=[CH:45][CH:46]=3)[CH:39]=[CH:40][C:32]1=2.N(C(OC(C)C)=O)=NC(OC(C)C)=O, predict the reaction product. (6) Given the reactants C(=O)([O-])[O-].[Cs+].[Cs+].F[C:8]1[CH:15]=[CH:14][C:13]([I:16])=[CH:12][C:9]=1[CH:10]=O.[N:17]1[CH:22]=[CH:21][CH:20]=[CH:19][C:18]=1[NH:23][NH2:24], predict the reaction product. The product is: [I:16][C:13]1[CH:12]=[C:9]2[C:8](=[CH:15][CH:14]=1)[N:23]([C:18]1[CH:19]=[CH:20][CH:21]=[CH:22][N:17]=1)[N:24]=[CH:10]2. (7) Given the reactants F[C:2]1[CH:17]=[CH:16][C:15]([N+:18]([O-:20])=[O:19])=[CH:14][C:3]=1[O:4][CH2:5][CH2:6][O:7][CH:8]1[CH2:13][CH2:12][CH2:11][CH2:10][O:9]1.[O:21]1[CH2:24][CH:23]([N:25]2[CH2:30][CH2:29][NH:28][CH2:27][CH2:26]2)[CH2:22]1.C(=O)([O-])[O-].[K+].[K+], predict the reaction product. The product is: [N+:18]([C:15]1[CH:16]=[CH:17][C:2]([N:28]2[CH2:29][CH2:30][N:25]([CH:23]3[CH2:24][O:21][CH2:22]3)[CH2:26][CH2:27]2)=[C:3]([O:4][CH2:5][CH2:6][O:7][CH:8]2[CH2:13][CH2:12][CH2:11][CH2:10][O:9]2)[CH:14]=1)([O-:20])=[O:19].